Dataset: Forward reaction prediction with 1.9M reactions from USPTO patents (1976-2016). Task: Predict the product of the given reaction. (1) Given the reactants ClC1C=C(C=CC=1)C(OO)=[O:6].[C:12]([NH:15][CH2:16][C@@H:17]1[O:21][C:20](=[O:22])[N:19]([C:23]2[CH:28]=[CH:27][C:26]([S:29]([CH3:31])=[O:30])=[C:25]([F:32])[CH:24]=2)[CH2:18]1)(=[O:14])[CH3:13], predict the reaction product. The product is: [C:12]([NH:15][CH2:16][C@@H:17]1[O:21][C:20](=[O:22])[N:19]([C:23]2[CH:28]=[CH:27][C:26]([S:29]([CH3:31])(=[O:6])=[O:30])=[C:25]([F:32])[CH:24]=2)[CH2:18]1)(=[O:14])[CH3:13]. (2) Given the reactants C(OC(=O)[NH:7][C:8]1[C:17]([Cl:18])=[CH:16][CH:15]=[C:14]2[C:9]=1[CH:10]=[CH:11][C:12]([C:19]1[CH:23]=[CH:22][NH:21][N:20]=1)=[N:13]2)(C)(C)C, predict the reaction product. The product is: [Cl:18][C:17]1[CH:16]=[CH:15][C:14]2[N:13]=[C:12]([C:19]3[CH:23]=[CH:22][NH:21][N:20]=3)[CH:11]=[CH:10][C:9]=2[C:8]=1[NH2:7]. (3) Given the reactants [Cl:1][C:2]1[NH:10][C:9]2[C:8](=[O:11])[N:7]([CH2:12][CH2:13][CH2:14][CH2:15][C:16]([OH:18])=O)[C:6](=[O:19])[N:5]([CH2:20][CH3:21])[C:4]=2[N:3]=1.C1N=CN(C(N2C=NC=C2)=O)C=1.[F:34][C:35]1[CH:44]=[C:43]([F:45])[CH:42]=[CH:41][C:36]=1[C:37](=[N:39]O)[NH2:38], predict the reaction product. The product is: [Cl:1][C:2]1[NH:10][C:9]2[C:8](=[O:11])[N:7]([CH2:12][CH2:13][CH2:14][CH2:15][C:16]3[O:18][N:38]=[C:37]([C:36]4[CH:41]=[CH:42][C:43]([F:45])=[CH:44][C:35]=4[F:34])[N:39]=3)[C:6](=[O:19])[N:5]([CH2:20][CH3:21])[C:4]=2[N:3]=1.